The task is: Regression. Given two drug SMILES strings and cell line genomic features, predict the synergy score measuring deviation from expected non-interaction effect.. This data is from NCI-60 drug combinations with 297,098 pairs across 59 cell lines. (1) Cell line: SF-539. Drug 1: C1CCN(CC1)CCOC2=CC=C(C=C2)C(=O)C3=C(SC4=C3C=CC(=C4)O)C5=CC=C(C=C5)O. Drug 2: COC1=C2C(=CC3=C1OC=C3)C=CC(=O)O2. Synergy scores: CSS=3.56, Synergy_ZIP=-2.04, Synergy_Bliss=-4.54, Synergy_Loewe=-0.206, Synergy_HSA=-2.73. (2) Drug 1: CC1=C(C(CCC1)(C)C)C=CC(=CC=CC(=CC(=O)O)C)C. Drug 2: CCN(CC)CCCC(C)NC1=C2C=C(C=CC2=NC3=C1C=CC(=C3)Cl)OC. Cell line: SF-295. Synergy scores: CSS=-2.70, Synergy_ZIP=0.667, Synergy_Bliss=-6.50, Synergy_Loewe=-4.85, Synergy_HSA=-9.78.